From a dataset of Reaction yield outcomes from USPTO patents with 853,638 reactions. Predict the reaction yield, written as a fraction of the theoretical maximum amount of product (1.0 means a 100% yield; for example, 0.34 means a 34% yield). (1) The reactants are C([N-]C(C)C)(C)C.[Li+].[Cl:9][C:10]1[CH:11]=[C:12]([CH2:16][C:17]([OH:19])=[O:18])[CH:13]=[CH:14][CH:15]=1.I[CH2:21][CH:22]1[CH2:26][CH2:25][CH2:24][CH2:23]1. The catalyst is O1CCCC1.CN1CCCN(C)C1=O.CN1CCCN(C)C1=O. The product is [Cl:9][C:10]1[CH:11]=[C:12]([CH:16]([CH2:21][CH:22]2[CH2:26][CH2:25][CH2:24][CH2:23]2)[C:17]([OH:19])=[O:18])[CH:13]=[CH:14][CH:15]=1. The yield is 0.729. (2) The catalyst is C(Cl)Cl. The yield is 0.930. The product is [O:2]1[B:7]2[O:8][CH2:9][C:10]3[CH2:11][O:12][CH:13]=[CH:14][C:5]([C:6]=32)=[CH:4][C@H:3]1[CH2:15][NH:16][C:29](=[O:30])[O:28][C:25]([CH3:27])([CH3:26])[CH3:24]. The reactants are Cl.[O:2]1[B:7]2[O:8][CH2:9][C:10]3[CH2:11][O:12][CH:13]=[CH:14][C:5]([C:6]=32)=[CH:4][C@H:3]1[CH2:15][NH2:16].CCN(CC)CC.[CH3:24][C:25]([O:28][C:29](O[C:29]([O:28][C:25]([CH3:27])([CH3:26])[CH3:24])=[O:30])=[O:30])([CH3:27])[CH3:26]. (3) The reactants are [OH:1][C:2]1[CH:3]=[C:4]([CH:7]=[CH:8][CH:9]=1)[CH2:5][OH:6].Br[CH2:11][C:12]([NH2:14])=[O:13].C(=O)([O-])[O-].[K+].[K+]. The catalyst is C(#N)C. The product is [OH:6][CH2:5][C:4]1[CH:3]=[C:2]([CH:9]=[CH:8][CH:7]=1)[O:1][CH2:11][C:12]([NH2:14])=[O:13]. The yield is 0.430. (4) The reactants are Cl([O-])=O.[Na+].[CH:5]([C:7]1[CH:8]=[C:9]([CH:25]=[CH:26][C:27]=1[O:28][CH3:29])[O:10][C:11]1[C:16]([I:17])=[CH:15][C:14]([CH2:18][CH2:19][C:20]([O:22][CH3:23])=[O:21])=[CH:13][C:12]=1[I:24])=[O:6].P([O-])(O)(O)=[O:31].[Na+].CC(=CC)C.Cl. The catalyst is O.CC(O)(C)C. The product is [I:24][C:12]1[CH:13]=[C:14]([CH2:18][CH2:19][C:20]([O:22][CH3:23])=[O:21])[CH:15]=[C:16]([I:17])[C:11]=1[O:10][C:9]1[CH:25]=[CH:26][C:27]([O:28][CH3:29])=[C:7]([CH:8]=1)[C:5]([OH:31])=[O:6]. The yield is 0.780.